This data is from Forward reaction prediction with 1.9M reactions from USPTO patents (1976-2016). The task is: Predict the product of the given reaction. Given the reactants [Cl:1][C:2]1[N:10]=[C:9]2[C:5]([N:6]=[C:7]([CH:12]=O)[N:8]2[CH3:11])=[C:4]([N:14]2[CH2:19][CH2:18][O:17][CH2:16][CH2:15]2)[N:3]=1.[C@H:20]12[CH2:26][C@H:23]([NH:24][CH2:25]1)[CH2:22][N:21]2[C:27]([CH3:31])([CH3:30])[CH2:28][OH:29].C(O[BH-](OC(=O)C)OC(=O)C)(=O)C.[Na+], predict the reaction product. The product is: [Cl:1][C:2]1[N:10]=[C:9]2[C:5]([N:6]=[C:7]([CH2:12][N:24]3[CH2:25][C@@H:20]4[CH2:26][C@H:23]3[CH2:22][N:21]4[C:27]([CH3:31])([CH3:30])[CH2:28][OH:29])[N:8]2[CH3:11])=[C:4]([N:14]2[CH2:19][CH2:18][O:17][CH2:16][CH2:15]2)[N:3]=1.